From a dataset of Peptide-MHC class II binding affinity with 134,281 pairs from IEDB. Regression. Given a peptide amino acid sequence and an MHC pseudo amino acid sequence, predict their binding affinity value. This is MHC class II binding data. (1) The peptide sequence is KGSNEKHLAVLVKYE. The MHC is HLA-DQA10501-DQB10301 with pseudo-sequence HLA-DQA10501-DQB10301. The binding affinity (normalized) is 0.424. (2) The binding affinity (normalized) is 0.315. The peptide sequence is GEIYKRWIILGLNKI. The MHC is DRB1_1201 with pseudo-sequence DRB1_1201. (3) The peptide sequence is FRNQWLLESDHLISE. The MHC is DRB1_1302 with pseudo-sequence DRB1_1302. The binding affinity (normalized) is 0.322. (4) The peptide sequence is TKIQYVIRAQLHVGA. The MHC is H-2-IEd with pseudo-sequence H-2-IEd. The binding affinity (normalized) is 0.158. (5) The peptide sequence is LGGLWKTVSPHRSPI. The MHC is HLA-DQA10102-DQB10602 with pseudo-sequence HLA-DQA10102-DQB10602. The binding affinity (normalized) is 0.173. (6) The peptide sequence is AQGPKATFEAMYLGT. The MHC is DRB1_1302 with pseudo-sequence DRB1_1302. The binding affinity (normalized) is 0.